From a dataset of Peptide-MHC class I binding affinity with 185,985 pairs from IEDB/IMGT. Regression. Given a peptide amino acid sequence and an MHC pseudo amino acid sequence, predict their binding affinity value. This is MHC class I binding data. (1) The peptide sequence is FRQVCHTT. The MHC is HLA-B27:05 with pseudo-sequence HLA-B27:05. The binding affinity (normalized) is 0.115. (2) The peptide sequence is APVESMALF. The MHC is HLA-A69:01 with pseudo-sequence HLA-A69:01. The binding affinity (normalized) is 0.0847.